From a dataset of Peptide-MHC class I binding affinity with 185,985 pairs from IEDB/IMGT. Regression. Given a peptide amino acid sequence and an MHC pseudo amino acid sequence, predict their binding affinity value. This is MHC class I binding data. The peptide sequence is YGAVVPLVY. The MHC is Mamu-A02 with pseudo-sequence Mamu-A02. The binding affinity (normalized) is 0.510.